This data is from Full USPTO retrosynthesis dataset with 1.9M reactions from patents (1976-2016). The task is: Predict the reactants needed to synthesize the given product. (1) Given the product [Br:15][CH2:16][CH2:17][CH2:18][N:8]1[C:9]2[C:5](=[C:4]([N+:1]([O-:3])=[O:2])[CH:12]=[CH:11][CH:10]=2)[CH:6]=[CH:7]1, predict the reactants needed to synthesize it. The reactants are: [N+:1]([C:4]1[CH:12]=[CH:11][CH:10]=[C:9]2[C:5]=1[CH:6]=[CH:7][NH:8]2)([O-:3])=[O:2].[OH-].[K+].[Br:15][CH2:16][CH2:17][CH2:18]Br. (2) Given the product [F:32][CH:2]([F:1])[C:3]1[N:7]([C:8]2[N:13]=[C:12]([N:14]3[CH2:15][CH2:16][O:17][CH2:18][CH2:19]3)[N:11]=[C:10]([N:20]3[CH2:25][CH2:24][N:23]([S:41]([CH2:44][CH2:45][CH2:46][N:47]4[CH2:52][CH2:51][O:50][CH2:49][CH2:48]4)(=[O:43])=[O:42])[CH2:22][CH2:21]3)[N:9]=2)[C:6]2[CH:26]=[CH:27][CH:28]=[C:29]([O:30][CH3:31])[C:5]=2[N:4]=1, predict the reactants needed to synthesize it. The reactants are: [F:1][CH:2]([F:32])[C:3]1[N:7]([C:8]2[N:13]=[C:12]([N:14]3[CH2:19][CH2:18][O:17][CH2:16][CH2:15]3)[N:11]=[C:10]([N:20]3[CH2:25][CH2:24][NH:23][CH2:22][CH2:21]3)[N:9]=2)[C:6]2[CH:26]=[CH:27][CH:28]=[C:29]([O:30][CH3:31])[C:5]=2[N:4]=1.Cl.Cl.N1([S:41]([CH2:44][CH2:45][CH2:46][N:47]2[CH2:52][CH2:51][O:50][CH2:49][CH2:48]2)(=[O:43])=[O:42])CCNCC1.CCN(C(C)C)C(C)C. (3) Given the product [ClH:25].[ClH:25].[F:24][C:2]1([F:1])[CH2:5][N:4]([CH:6]2[CH2:7][CH2:8][C:9]3([CH2:14][CH2:13][NH:12][CH2:11][CH2:10]3)[CH2:22][CH2:23]2)[CH2:3]1, predict the reactants needed to synthesize it. The reactants are: [F:1][C:2]1([F:24])[CH2:5][N:4]([CH:6]2[CH2:23][CH2:22][C:9]3([CH2:14][CH2:13][N:12](C(OC(C)(C)C)=O)[CH2:11][CH2:10]3)[CH2:8][CH2:7]2)[CH2:3]1.[ClH:25]. (4) Given the product [CH3:15][N:13]([CH2:12][CH2:11][CH2:10][C:8]1([C:16]2[CH:21]=[CH:20][C:19]([F:22])=[CH:18][CH:17]=2)[O:9][CH2:23][C:4]2[CH:3]=[C:2]([Br:1])[CH:7]=[CH:6][C:5]1=2)[CH3:14], predict the reactants needed to synthesize it. The reactants are: [Br:1][C:2]1[CH:7]=[CH:6][C:5]([C:8]([C:16]2[CH:21]=[CH:20][C:19]([F:22])=[CH:18][CH:17]=2)([CH2:10][CH2:11][CH2:12][N:13]([CH3:15])[CH3:14])[OH:9])=[C:4]([CH2:23]O)[CH:3]=1.P(=O)(O)(O)O.